Dataset: Forward reaction prediction with 1.9M reactions from USPTO patents (1976-2016). Task: Predict the product of the given reaction. (1) Given the reactants [F:1][C:2]1[CH:30]=[CH:29][CH:28]=[CH:27][C:3]=1[CH2:4][N:5]1[C:9]2=[N:10][CH:11]=[CH:12][CH:13]=[C:8]2[C:7]([C:14]2[N:15]=[C:16](I)[C:17]3[C:22]([CH3:24])([CH3:23])[C:21](=[O:25])[NH:20][C:18]=3[N:19]=2)=[N:6]1.[F:31][C:32]([F:39])([F:38])[CH:33]1[CH2:37][CH2:36][NH:35][CH2:34]1, predict the reaction product. The product is: [F:1][C:2]1[CH:30]=[CH:29][CH:28]=[CH:27][C:3]=1[CH2:4][N:5]1[C:9]2=[N:10][CH:11]=[CH:12][CH:13]=[C:8]2[C:7]([C:14]2[N:15]=[C:16]([N:35]3[CH2:36][CH2:37][CH:33]([C:32]([F:39])([F:38])[F:31])[CH2:34]3)[C:17]3[C:22]([CH3:24])([CH3:23])[C:21](=[O:25])[NH:20][C:18]=3[N:19]=2)=[N:6]1. (2) Given the reactants [Cl:1][C:2]1[S:6][CH:5]=[C:4]([CH2:7][C:8]([N:10]2[CH2:15][CH:14]3[CH:12]([C:13]3([C:17]3[CH:18]=[C:19]([NH:23][S:24]([CH3:27])(=[O:26])=[O:25])[CH:20]=[CH:21][CH:22]=3)[CH3:16])[CH2:11]2)=O)[CH:3]=1.[H-].[Al+3].[Li+].[H-].[H-].[H-].O.C(=O)([O-])O.[Na+], predict the reaction product. The product is: [Cl:1][C:2]1[S:6][CH:5]=[C:4]([CH2:7][CH2:8][N:10]2[CH2:15][CH:14]3[CH:12]([C:13]3([C:17]3[CH:18]=[C:19]([NH:23][S:24]([CH3:27])(=[O:26])=[O:25])[CH:20]=[CH:21][CH:22]=3)[CH3:16])[CH2:11]2)[CH:3]=1. (3) Given the reactants [C:1](=[O:61])([O:3][C@@H:4]([C@@H:55]([CH3:60])/[CH:56]=[CH:57]\[CH:58]=[CH2:59])[C@@H:5]([CH3:54])[C@H:6]([O:44]CC1C=CC(OC)=CC=1)[CH2:7][CH2:8]/[CH:9]=[CH:10]\[C@H:11]([CH3:43])[C@H:12]([O:33]CC1C=CC(OC)=CC=1)[C@@H:13]([CH3:32])/[CH:14]=[CH:15]\[CH2:16][CH2:17][C@H:18]1[C@H:23]([CH3:24])[C@H:22]([O:25][CH2:26][O:27][CH3:28])[C@@H:21]([CH3:29])[C@H:20]([O:30][CH3:31])[O:19]1)[NH2:2].C(=O)(O[C@@H]([C@@H](C)/C=C\C=C)[C@@H](C)[C@H](O)CC/C=C\[C@H](C)[C@H](O)[C@@H](C)/C=C\CC[C@H]1[C@@H](C)[C@H](O)[C@@H](C)C(=O)O1)N, predict the reaction product. The product is: [C:1](=[O:61])([O:3][C@@H:4]([C@@H:55]([CH3:60])/[CH:56]=[CH:57]\[CH:58]=[CH2:59])[C@@H:5]([CH3:54])[C@H:6]([OH:44])[CH2:7][CH2:8]/[CH:9]=[CH:10]\[C@H:11]([CH3:43])[C@H:12]([OH:33])[C@@H:13]([CH3:32])/[CH:14]=[CH:15]\[CH2:16][CH2:17][C@H:18]1[C@H:23]([CH3:24])[C@H:22]([O:25][CH2:26][O:27][CH3:28])[C@@H:21]([CH3:29])[C@H:20]([O:30][CH3:31])[O:19]1)[NH2:2]. (4) Given the reactants [CH2:1]([O:3][C:4](=[O:32])[CH:5]([N+:29]([O-])=O)[CH2:6][C:7]1[C:15]2[C:10](=[CH:11][CH:12]=[C:13]([C:16]3[CH:21]=[CH:20][C:19]([O:22][C:23]4[CH:28]=[CH:27][CH:26]=[CH:25][CH:24]=4)=[CH:18][CH:17]=3)[CH:14]=2)[NH:9][CH:8]=1)[CH3:2], predict the reaction product. The product is: [CH2:1]([O:3][C:4](=[O:32])[CH:5]([NH2:29])[CH2:6][C:7]1[C:15]2[C:10](=[CH:11][CH:12]=[C:13]([C:16]3[CH:21]=[CH:20][C:19]([O:22][C:23]4[CH:24]=[CH:25][CH:26]=[CH:27][CH:28]=4)=[CH:18][CH:17]=3)[CH:14]=2)[NH:9][CH:8]=1)[CH3:2].